Dataset: Full USPTO retrosynthesis dataset with 1.9M reactions from patents (1976-2016). Task: Predict the reactants needed to synthesize the given product. (1) Given the product [CH3:1][N:2]([CH3:6])[C:3](=[O:4])[O:38][CH2:37][C:30]1[CH:31]=[C:32]([F:36])[C:33]([F:35])=[CH:34][C:29]=1[C:13]1[CH:14]=[C:15]2[C:10](=[CH:11][CH:12]=1)[N:9]=[C:8]([NH2:7])[N:17]=[C:16]2[C:18]([N:20]1[CH2:21][C:22]2[C:27](=[CH:26][CH:25]=[CH:24][CH:23]=2)[CH2:28]1)=[O:19], predict the reactants needed to synthesize it. The reactants are: [CH3:1][N:2]([CH3:6])[C:3](Cl)=[O:4].[NH2:7][C:8]1[N:17]=[C:16]([C:18]([N:20]2[CH2:28][C:27]3[C:22](=[CH:23][CH:24]=[CH:25][CH:26]=3)[CH2:21]2)=[O:19])[C:15]2[C:10](=[CH:11][CH:12]=[C:13]([C:29]3[CH:34]=[C:33]([F:35])[C:32]([F:36])=[CH:31][C:30]=3[CH2:37][OH:38])[CH:14]=2)[N:9]=1.CN(C)C=O. (2) Given the product [C:1]1(/[CH:7]=[CH:8]/[C:9]2[N:13]([CH2:27][C:28]3[CH:47]=[CH:46][C:31]([CH2:32][O:33][C:34]4[CH:39]=[CH:38][C:37]([CH2:40][CH2:41][C:42]([O:44][CH3:45])=[O:43])=[CH:36][CH:35]=4)=[CH:30][CH:29]=3)[N:12]=[C:11]([C:14]3[CH:15]=[CH:16][C:17]([C:20]([F:23])([F:22])[F:21])=[CH:18][CH:19]=3)[CH:10]=2)[CH:6]=[CH:5][CH:4]=[CH:3][CH:2]=1, predict the reactants needed to synthesize it. The reactants are: [C:1]1(/[CH:7]=[CH:8]/[C:9]2[NH:13][N:12]=[C:11]([C:14]3[CH:19]=[CH:18][C:17]([C:20]([F:23])([F:22])[F:21])=[CH:16][CH:15]=3)[CH:10]=2)[CH:6]=[CH:5][CH:4]=[CH:3][CH:2]=1.[H-].[Na+].Cl[CH2:27][C:28]1[CH:47]=[CH:46][C:31]([CH2:32][O:33][C:34]2[CH:39]=[CH:38][C:37]([CH2:40][CH2:41][C:42]([O:44][CH3:45])=[O:43])=[CH:36][CH:35]=2)=[CH:30][CH:29]=1.Cl.